From a dataset of Peptide-MHC class II binding affinity with 134,281 pairs from IEDB. Regression. Given a peptide amino acid sequence and an MHC pseudo amino acid sequence, predict their binding affinity value. This is MHC class II binding data. (1) The peptide sequence is LKQATTAPCAVMDIT. The MHC is DRB1_0101 with pseudo-sequence DRB1_0101. The binding affinity (normalized) is 0.226. (2) The peptide sequence is YPKFLANVSTVLTGK. The MHC is DRB1_0405 with pseudo-sequence DRB1_0405. The binding affinity (normalized) is 0.811. (3) The peptide sequence is IYTIERIFNAKVGDDVKA. The MHC is DRB1_0101 with pseudo-sequence DRB1_0101. The binding affinity (normalized) is 0.379. (4) The peptide sequence is GNLTQSQLEKRAGIL. The MHC is DRB1_0101 with pseudo-sequence DRB1_0101. The binding affinity (normalized) is 0.333. (5) The MHC is DRB1_0101 with pseudo-sequence DRB1_0101. The peptide sequence is QVCYNFKVQFLFSSM. The binding affinity (normalized) is 0.636. (6) The peptide sequence is WEALKYLWNLLQYWGQELK. The MHC is DRB1_0901 with pseudo-sequence DRB1_0901. The binding affinity (normalized) is 0.358. (7) The peptide sequence is MSSKFPELGMNASHC. The MHC is HLA-DPA10103-DPB10401 with pseudo-sequence HLA-DPA10103-DPB10401. The binding affinity (normalized) is 0.294. (8) The peptide sequence is AEAPAAAAAPEEQVQ. The MHC is DRB1_1001 with pseudo-sequence DRB1_1001. The binding affinity (normalized) is 0.212. (9) The peptide sequence is QWIIRNWETVKIQWS. The MHC is DRB1_0401 with pseudo-sequence DRB1_0401. The binding affinity (normalized) is 0.640.